From a dataset of Full USPTO retrosynthesis dataset with 1.9M reactions from patents (1976-2016). Predict the reactants needed to synthesize the given product. (1) Given the product [O:7]=[C:4]1[CH2:3][CH2:2][O:1][CH2:6][CH2:5][CH:19]1[C:20]([O:22][CH2:23][CH3:24])=[O:21], predict the reactants needed to synthesize it. The reactants are: [O:1]1[CH2:6][CH2:5][C:4](=[O:7])[CH2:3][CH2:2]1.B(F)(F)F.CCOCC.[N+](=[CH:19][C:20]([O:22][CH2:23][CH3:24])=[O:21])=[N-].C([O-])(O)=O.[Na+]. (2) Given the product [CH2:13]([O:12][C:9]1[CH:10]=[CH:11][C:6]([CH2:5][CH2:4][CH2:3][CH2:2][N:24]2[CH:25]=[CH:26][N:27]=[C:23]2[CH2:22][CH2:21][OH:20])=[CH:7][CH:8]=1)[C:14]1[CH:19]=[CH:18][CH:17]=[CH:16][CH:15]=1, predict the reactants needed to synthesize it. The reactants are: I[CH2:2][CH2:3][CH2:4][CH2:5][C:6]1[CH:11]=[CH:10][C:9]([O:12][CH2:13][C:14]2[CH:19]=[CH:18][CH:17]=[CH:16][CH:15]=2)=[CH:8][CH:7]=1.[OH:20][CH2:21][CH2:22][C:23]1[NH:24][CH:25]=[CH:26][N:27]=1.C(=O)([O-])[O-].[K+].[K+]. (3) Given the product [CH2:15]([O:14][C:11](=[O:13])[CH2:12][C:18]1([OH:17])[CH2:19][CH2:20][N:21]([C:24]([O:26][C:27]([CH3:29])([CH3:28])[CH3:30])=[O:25])[CH2:22][CH2:23]1)[CH3:16], predict the reactants needed to synthesize it. The reactants are: C[Si]([N-][Si](C)(C)C)(C)C.[Li+].[C:11]([O:14][CH2:15][CH3:16])(=[O:13])[CH3:12].[O:17]=[C:18]1[CH2:23][CH2:22][N:21]([C:24]([O:26][C:27]([CH3:30])([CH3:29])[CH3:28])=[O:25])[CH2:20][CH2:19]1. (4) Given the product [CH2:24]([C:16]1[C:17]2[CH:23]=[CH:22][CH:21]=[CH:20][C:18]=2[S:19][C:15]=1[C:2]1[CH2:7][CH2:6][NH:5][CH2:4][CH:3]=1)[CH3:25], predict the reactants needed to synthesize it. The reactants are: O[C:2]1([C:15]2[S:19][C:18]3[CH:20]=[CH:21][CH:22]=[CH:23][C:17]=3[C:16]=2[CH:24](O)[CH3:25])[CH2:7][CH2:6][N:5](C(OC(C)(C)C)=O)[CH2:4][CH2:3]1.FC(F)(F)C(O)=O.C([SiH](CC)CC)C. (5) Given the product [Si:22]([O:21][CH2:20][C:19]([N:12]1[C:13]2[CH:18]=[CH:17][N:16]=[CH:15][C:14]=2[C:10]([C:8]([C:4]2[CH:3]=[C:2]([NH:1][C:39](=[O:40])[CH2:38][N:36]3[CH:37]=[C:33]([C:32]([F:42])([F:31])[F:43])[N:34]=[N:35]3)[CH:7]=[N:6][CH:5]=2)=[O:9])=[CH:11]1)([CH3:30])[CH3:29])([C:25]([CH3:28])([CH3:27])[CH3:26])([CH3:23])[CH3:24], predict the reactants needed to synthesize it. The reactants are: [NH2:1][C:2]1[CH:3]=[C:4]([C:8]([C:10]2[C:14]3[CH:15]=[N:16][CH:17]=[CH:18][C:13]=3[N:12]([C:19]([CH3:30])([CH3:29])[CH2:20][O:21][Si:22]([C:25]([CH3:28])([CH3:27])[CH3:26])([CH3:24])[CH3:23])[CH:11]=2)=[O:9])[CH:5]=[N:6][CH:7]=1.[F:31][C:32]([F:43])([F:42])[C:33]1[N:34]=[N:35][N:36]([CH2:38][C:39](O)=[O:40])[CH:37]=1. (6) Given the product [NH2:22][C:4]1[CH:5]=[C:6]([N:9]2[CH2:14][CH2:13][N:12]([C:15]([O:17][C:18]([CH3:21])([CH3:20])[CH3:19])=[O:16])[CH2:11][CH2:10]2)[CH:7]=[CH:8][C:3]=1[O:2][CH3:1], predict the reactants needed to synthesize it. The reactants are: [CH3:1][O:2][C:3]1[CH:8]=[CH:7][C:6]([N:9]2[CH2:14][CH2:13][N:12]([C:15]([O:17][C:18]([CH3:21])([CH3:20])[CH3:19])=[O:16])[CH2:11][CH2:10]2)=[CH:5][C:4]=1[N+:22]([O-])=O. (7) Given the product [CH3:18][O:19][C:20](=[O:40])[CH2:21][CH2:22][C:23]1[CH:28]=[CH:27][C:26]([O:29][CH2:30][CH2:31][C@H:32]([O:9][C:6]2[CH:7]=[CH:8][C:3]([CH2:1][CH3:2])=[CH:4][C:5]=2[C:10]([C:12]2[CH:17]=[CH:16][CH:15]=[CH:14][CH:13]=2)=[CH2:11])[CH3:33])=[CH:25][C:24]=1[CH3:39], predict the reactants needed to synthesize it. The reactants are: [CH2:1]([C:3]1[CH:8]=[CH:7][C:6]([OH:9])=[C:5]([C:10]([C:12]2[CH:17]=[CH:16][CH:15]=[CH:14][CH:13]=2)=[CH2:11])[CH:4]=1)[CH3:2].[CH3:18][O:19][C:20](=[O:40])[CH2:21][CH2:22][C:23]1[CH:28]=[CH:27][C:26]([O:29][CH2:30][CH2:31][C@@H:32](OS(C)(=O)=O)[CH3:33])=[CH:25][C:24]=1[CH3:39].C([O-])([O-])=O.[Cs+].[Cs+].Cl.